Dataset: Full USPTO retrosynthesis dataset with 1.9M reactions from patents (1976-2016). Task: Predict the reactants needed to synthesize the given product. (1) Given the product [I:20][C:5]1[CH:6]=[C:7]([C:9]2[CH:13]=[CH:12][S:11][CH:10]=2)[CH:8]=[C:3]([O:2][CH3:1])[CH:4]=1, predict the reactants needed to synthesize it. The reactants are: [CH3:1][O:2][C:3]1[CH:4]=[C:5](N)[CH:6]=[C:7]([C:9]2[CH:13]=[CH:12][S:11][CH:10]=2)[CH:8]=1.Cl.N([O-])=O.[Na+].[I-:20].[K+]. (2) Given the product [CH2:27]([O:26][C:23]1[N:22]=[N:21][C:20]([CH2:19][CH2:18][C:12]2[CH:13]=[N:14][C:15]3[CH2:16][CH2:17][NH:8][CH2:9][C:10]=3[CH:11]=2)=[CH:25][CH:24]=1)[C:28]1[CH:29]=[CH:30][CH:31]=[CH:32][CH:33]=1, predict the reactants needed to synthesize it. The reactants are: C(OC([N:8]1[CH2:17][CH2:16][C:15]2[N:14]=[CH:13][C:12]([CH2:18][CH2:19][C:20]3[N:21]=[N:22][C:23]([O:26][CH2:27][C:28]4[CH:33]=[CH:32][CH:31]=[CH:30][CH:29]=4)=[CH:24][CH:25]=3)=[CH:11][C:10]=2[CH2:9]1)=O)(C)(C)C.FC(F)(F)C(O)=O.[OH-].[Na+].